This data is from Forward reaction prediction with 1.9M reactions from USPTO patents (1976-2016). The task is: Predict the product of the given reaction. (1) The product is: [N+:2]1([O-:1])[C:11]2[C:6](=[CH:7][CH:8]=[CH:9][CH:10]=2)[C:5]([CH:12]=[O:13])=[CH:4][CH:3]=1. Given the reactants [O-:1][N+:2]1[C:11]2[C:6](=[CH:7][CH:8]=[CH:9][CH:10]=2)[C:5]([CH2:12][OH:13])=[CH:4][CH:3]=1.CC(OI1(OC(C)=O)(OC(C)=O)OC(=O)C2C=CC=CC1=2)=O.[OH-].[Na+].C(OCC)(=O)C, predict the reaction product. (2) Given the reactants [CH2:1]([O:8][C:9]1[C:29]([O:30][CH3:31])=[CH:28][C:12]2[C:13]3[N:18]([CH:19]([CH3:21])[CH2:20][C:11]=2[CH:10]=1)[CH:17]=[C:16]([C:22]([O:24]CC)=[O:23])[C:15](=[O:27])[CH:14]=3)[C:2]1[CH:7]=[CH:6][CH:5]=[CH:4][CH:3]=1.[OH-].[Na+].Cl, predict the reaction product. The product is: [CH2:1]([O:8][C:9]1[C:29]([O:30][CH3:31])=[CH:28][C:12]2[C:13]3[N:18]([CH:19]([CH3:21])[CH2:20][C:11]=2[CH:10]=1)[CH:17]=[C:16]([C:22]([OH:24])=[O:23])[C:15](=[O:27])[CH:14]=3)[C:2]1[CH:7]=[CH:6][CH:5]=[CH:4][CH:3]=1. (3) Given the reactants [F:1][C:2]1[CH:3]=[C:4]([N:8]2[C@@:12]3([CH2:17][CH2:16][NH:15][C@@H:14]([CH3:18])[CH2:13]3)[C:11]([NH:19][CH3:20])=[N:10][C:9]2=[O:21])[CH:5]=[CH:6][CH:7]=1.C([O-])([O-])=O.[K+].[K+].[I:28][C:29]1[CH:30]=[C:31]([CH:34]=[CH:35][CH:36]=1)[CH2:32]Br, predict the reaction product. The product is: [F:1][C:2]1[CH:3]=[C:4]([N:8]2[C@@:12]3([CH2:17][CH2:16][N:15]([CH2:32][C:31]4[CH:34]=[CH:35][CH:36]=[C:29]([I:28])[CH:30]=4)[C@@H:14]([CH3:18])[CH2:13]3)[C:11]([NH:19][CH3:20])=[N:10][C:9]2=[O:21])[CH:5]=[CH:6][CH:7]=1. (4) Given the reactants [F:1][C:2]([F:7])([F:6])[C:3]([OH:5])=[O:4].[CH2:8]([N:15]([CH2:17][C:18](=[C:20]1[CH2:25][CH2:24][N:23]([C:26]2[C:35]([O:36][CH3:37])=[C:34]3[C:29]([C:30](=[O:44])[C:31]([C:41]([OH:43])=[O:42])=[CH:32][N:33]3[CH:38]3[CH2:40][CH2:39]3)=[CH:28][C:27]=2[F:45])[CH2:22][CH2:21]1)Cl)C)C1C=CC=CC=1, predict the reaction product. The product is: [F:1][C:2]([F:7])([F:6])[C:3]([OH:5])=[O:4].[CH:38]1([N:33]2[C:34]3[C:29](=[CH:28][C:27]([F:45])=[C:26]([N:23]4[CH2:24][CH2:25][C:20](=[CH:18][CH2:17][NH:15][CH3:8])[CH2:21][CH2:22]4)[C:35]=3[O:36][CH3:37])[C:30](=[O:44])[C:31]([C:41]([OH:43])=[O:42])=[CH:32]2)[CH2:39][CH2:40]1.